Dataset: Full USPTO retrosynthesis dataset with 1.9M reactions from patents (1976-2016). Task: Predict the reactants needed to synthesize the given product. (1) Given the product [CH3:7][C:8]1[O:12][C:11]([CH2:13][NH:14][CH2:24][C:25]2[NH:26][C:27](=[O:51])[C:28]3[S:33][C:32]([N:34]4[CH2:35][CH2:36][CH:37]([O:40][C:41]5[CH:46]=[CH:45][CH:44]=[CH:43][C:42]=5[C:47]([F:48])([F:50])[F:49])[CH2:38][CH2:39]4)=[N:31][C:29]=3[N:30]=2)=[N:10][N:9]=1, predict the reactants needed to synthesize it. The reactants are: C([O-])(=O)C([O-])=O.[CH3:7][C:8]1[O:12][C:11]([CH2:13][NH3+:14])=[N:10][N:9]=1.[CH3:7][C:8]1[O:12][C:11]([CH2:13][NH3+:14])=[N:10][N:9]=1.Cl[CH2:24][C:25]1[NH:26][C:27](=[O:51])[C:28]2[S:33][C:32]([N:34]3[CH2:39][CH2:38][CH:37]([O:40][C:41]4[CH:46]=[CH:45][CH:44]=[CH:43][C:42]=4[C:47]([F:50])([F:49])[F:48])[CH2:36][CH2:35]3)=[N:31][C:29]=2[N:30]=1.C(N(CC)CC)C.C(O)(=O)C. (2) Given the product [CH2:20]([NH:27][C:28]([C:30]1[S:34][C:33]([N:13]2[CH:12]=[CH:11][C:10]3[C:15](=[CH:16][CH:17]=[CH:18][C:9]=3[O:8][CH2:1][C:2]3[CH:3]=[CH:4][CH:5]=[CH:6][CH:7]=3)[C:14]2=[O:19])=[N:32][C:31]=1[CH3:36])=[O:29])[C:21]1[CH:22]=[CH:23][CH:24]=[CH:25][CH:26]=1, predict the reactants needed to synthesize it. The reactants are: [CH2:1]([O:8][C:9]1[CH:18]=[CH:17][CH:16]=[C:15]2[C:10]=1[CH:11]=[CH:12][NH:13][C:14]2=[O:19])[C:2]1[CH:7]=[CH:6][CH:5]=[CH:4][CH:3]=1.[CH2:20]([NH:27][C:28]([C:30]1[S:34][C:33](Br)=[N:32][C:31]=1[CH3:36])=[O:29])[C:21]1[CH:26]=[CH:25][CH:24]=[CH:23][CH:22]=1. (3) Given the product [ClH:56].[F:41][C:37]1[CH:36]=[C:35]([CH:40]=[CH:39][CH:38]=1)[CH2:34][N:32]1[CH:33]=[C:29]([C:28]2[C:22]3[C:23](=[N:24][CH:25]=[C:20]([C:17]4[CH:18]=[CH:19][C:14]([N:11]5[CH2:10][CH2:9][NH:8][CH2:13][CH2:12]5)=[C:15]([NH:49][S:50]([CH3:53])(=[O:52])=[O:51])[CH:16]=4)[CH:21]=3)[NH:26][CH:27]=2)[CH:30]=[N:31]1, predict the reactants needed to synthesize it. The reactants are: C(OC([N:8]1[CH2:13][CH2:12][N:11]([C:14]2[CH:19]=[CH:18][C:17]([C:20]3[CH:21]=[C:22]4[C:28]([C:29]5[CH:30]=[N:31][N:32]([CH2:34][C:35]6[CH:40]=[CH:39][CH:38]=[C:37]([F:41])[CH:36]=6)[CH:33]=5)=[CH:27][N:26](C(OC(C)(C)C)=O)[C:23]4=[N:24][CH:25]=3)=[CH:16][C:15]=2[NH:49][S:50]([CH3:53])(=[O:52])=[O:51])[CH2:10][CH2:9]1)=O)(C)(C)C.CO.[ClH:56]. (4) The reactants are: C([O:8][C:9]1[CH:10]=[C:11]([C:37]2[CH:42]=[CH:41][CH:40]=[C:39]([OH:43])[CH:38]=2)[CH:12]=[CH:13][C:14]=1[C@H:15]1[N:18]([C:19]2[CH:24]=[CH:23][CH:22]=[CH:21][CH:20]=2)[C:17](=[O:25])[C@@H:16]1[CH2:26][CH2:27][C@@H:28]([C:30]1[CH:35]=[CH:34][C:33]([F:36])=[CH:32][CH:31]=1)[OH:29])C1C=CC=CC=1. Given the product [OH:8][C:9]1[CH:10]=[C:11]([C:37]2[CH:42]=[CH:41][CH:40]=[C:39]([OH:43])[CH:38]=2)[CH:12]=[CH:13][C:14]=1[C@H:15]1[N:18]([C:19]2[CH:20]=[CH:21][CH:22]=[CH:23][CH:24]=2)[C:17](=[O:25])[C@@H:16]1[CH2:26][CH2:27][C@@H:28]([C:30]1[CH:35]=[CH:34][C:33]([F:36])=[CH:32][CH:31]=1)[OH:29], predict the reactants needed to synthesize it. (5) Given the product [C:21]([C:18]1[CH:19]=[CH:20][C:15]([N:10]2[CH2:11][CH2:12][N:8]([C:3]3[CH:4]=[N:5][CH:6]=[CH:7][C:2]=3[CH3:1])[C:9]2=[O:13])=[CH:16][C:17]=1[F:24])(=[O:23])[CH3:22], predict the reactants needed to synthesize it. The reactants are: [CH3:1][C:2]1[CH:7]=[CH:6][N:5]=[CH:4][C:3]=1[N:8]1[CH2:12][CH2:11][NH:10][C:9]1=[O:13].Br[C:15]1[CH:20]=[CH:19][C:18]([C:21](=[O:23])[CH3:22])=[C:17]([F:24])[CH:16]=1.N[C@@H]1CCCC[C@H]1N.P([O-])([O-])([O-])=O.[K+].[K+].[K+]. (6) Given the product [CH:9]1([N:6]2[CH2:7][CH2:8][C:2]3[S:24][C:22]([C:19]4[CH:20]=[N:21][C:16]([C:15]([F:26])([F:14])[F:25])=[CH:17][CH:18]=4)=[N:23][C:3]=3[CH2:4][CH2:5]2)[CH2:12][CH2:11][CH2:10]1, predict the reactants needed to synthesize it. The reactants are: Br[CH:2]1[CH2:8][CH2:7][N:6]([CH:9]2[CH2:12][CH2:11][CH2:10]2)[CH2:5][CH2:4][C:3]1=O.[F:14][C:15]([F:26])([F:25])[C:16]1[N:21]=[CH:20][C:19]([C:22](=[S:24])[NH2:23])=[CH:18][CH:17]=1.